From a dataset of Forward reaction prediction with 1.9M reactions from USPTO patents (1976-2016). Predict the product of the given reaction. (1) Given the reactants C(OC(=O)[NH:7][CH2:8][CH2:9][CH:10]([NH:18][C:19](=[O:43])[C:20]1[CH:25]=[CH:24][C:23]([Cl:26])=[C:22]([NH:27][C:28]([C:30]2[C:41](=[O:42])[NH:40][C:33]3[N:34]=[C:35]([O:38][CH3:39])[N:36]=[CH:37][C:32]=3[CH:31]=2)=[O:29])[CH:21]=1)[C:11]1[CH:16]=[CH:15][CH:14]=[C:13]([Cl:17])[CH:12]=1)(C)(C)C.FC(F)(F)C(O)=O, predict the reaction product. The product is: [NH2:7][CH2:8][CH2:9][CH:10]([NH:18][C:19]([C:20]1[CH:25]=[CH:24][C:23]([Cl:26])=[C:22]([NH:27][C:28]([C:30]2[C:41](=[O:42])[NH:40][C:33]3[N:34]=[C:35]([O:38][CH3:39])[N:36]=[CH:37][C:32]=3[CH:31]=2)=[O:29])[CH:21]=1)=[O:43])[C:11]1[CH:16]=[CH:15][CH:14]=[C:13]([Cl:17])[CH:12]=1. (2) Given the reactants [CH2:1]([C:4]1[CH:9]=[CH:8][C:7]([C:10]2[CH2:19][CH2:18][C:13]3([O:17][CH2:16][CH2:15][O:14]3)[CH2:12][CH:11]=2)=[CH:6][CH:5]=1)[CH2:2][CH3:3], predict the reaction product. The product is: [CH2:1]([C:4]1[CH:5]=[CH:6][C:7]([CH:10]2[CH2:11][CH2:12][C:13]3([O:17][CH2:16][CH2:15][O:14]3)[CH2:18][CH2:19]2)=[CH:8][CH:9]=1)[CH2:2][CH3:3]. (3) Given the reactants [CH3:1][O:2][C:3]1[CH:4]=[C:5](B(O)O)[CH:6]=[CH:7][CH:8]=1.[CH:12](=[O:17])/[CH:13]=[CH:14]/[CH2:15][CH3:16].C1(C2[C@@H]3CC[C@H](C=2)C(C2C=CC=CC=2)=C3)C=CC=CC=1.[OH-].[K+], predict the reaction product. The product is: [CH3:1][O:2][C:3]1[CH:4]=[C:5]([C@@H:14]([CH2:15][CH3:16])[CH2:13][CH:12]=[O:17])[CH:6]=[CH:7][CH:8]=1. (4) Given the reactants [CH2:1]([S:3]([C:6]1[CH:11]=[CH:10][C:9](I)=[CH:8][N:7]=1)(=[O:5])=[O:4])[CH3:2].[C:13]([C:16]1[CH:21]=[CH:20][C:19](B(O)O)=[CH:18][C:17]=1[F:25])([OH:15])=[O:14].C(=O)([O-])[O-].[Na+].[Na+], predict the reaction product. The product is: [CH2:1]([S:3]([C:6]1[N:7]=[CH:8][C:9]([C:19]2[CH:20]=[CH:21][C:16]([C:13]([OH:15])=[O:14])=[C:17]([F:25])[CH:18]=2)=[CH:10][CH:11]=1)(=[O:5])=[O:4])[CH3:2]. (5) Given the reactants [CH3:1][S:2][C:3]1[N:4]=[CH:5][C:6]2[CH:12]=[CH:11][C:10](=[O:13])[NH:9][C:7]=2[N:8]=1.Br[CH:15]1[CH2:19][CH2:18][CH2:17][CH2:16]1, predict the reaction product. The product is: [CH:15]1([N:9]2[C:7]3[N:8]=[C:3]([S:2][CH3:1])[N:4]=[CH:5][C:6]=3[CH:12]=[CH:11][C:10]2=[O:13])[CH2:19][CH2:18][CH2:17][CH2:16]1.